This data is from Full USPTO retrosynthesis dataset with 1.9M reactions from patents (1976-2016). The task is: Predict the reactants needed to synthesize the given product. The reactants are: [F:1][C:2]1[CH:3]=[C:4]([C:9]2[CH:14]=[CH:13][C:12](=[O:15])[N:11]([CH2:16][C:17]3[CH:18]=[C:19]([CH:26]=[CH:27][CH:28]=3)[C:20]([NH:22][CH2:23][CH:24]=O)=[O:21])[N:10]=2)[CH:5]=[C:6]([F:8])[CH:7]=1.COC(NS([N+](CC)(CC)CC)(=O)=O)=O.C[N+](CC(O)=O)(C)C. Given the product [F:1][C:2]1[CH:3]=[C:4]([C:9]2[CH:14]=[CH:13][C:12](=[O:15])[N:11]([CH2:16][C:17]3[CH:28]=[CH:27][CH:26]=[C:19]([C:20]4[O:21][CH:24]=[CH:23][N:22]=4)[CH:18]=3)[N:10]=2)[CH:5]=[C:6]([F:8])[CH:7]=1, predict the reactants needed to synthesize it.